Dataset: Reaction yield outcomes from USPTO patents with 853,638 reactions. Task: Predict the reaction yield, written as a fraction of the theoretical maximum amount of product (1.0 means a 100% yield; for example, 0.34 means a 34% yield). (1) The reactants are [C:1]([C:4]1[C:9]([C:10]2[CH:15]=[CH:14][CH:13]=[CH:12][CH:11]=2)=[N:8][N:7]([CH2:16][CH3:17])[C:6](=[O:18])[C:5]=1[N+:19]([O-])=O)(=[O:3])[CH3:2].N[C:23]1[O:27][N:26]=[C:25]([CH3:28])[CH:24]=1. The catalyst is C(O)C. The product is [C:1]([C:4]1[C:9]([C:10]2[CH:11]=[CH:12][CH:13]=[CH:14][CH:15]=2)=[N:8][N:7]([CH2:16][CH3:17])[C:6](=[O:18])[C:5]=1[NH:19][C:23]1[O:27][N:26]=[C:25]([CH3:28])[CH:24]=1)(=[O:3])[CH3:2]. The yield is 0.149. (2) The yield is 0.950. No catalyst specified. The product is [N:35]1[S:34][N:33]=[C:32]2[C:27]([S:24]([NH:23][C:17]3[CH:18]=[C:19]([Br:22])[CH:20]=[CH:21][C:16]=3[C:15]([NH:14][C@@H:4]([CH2:5][C:6]3[CH:11]=[CH:10][C:9]([Cl:12])=[C:8]([Cl:13])[CH:7]=3)[C:3]([OH:37])=[O:2])=[O:36])(=[O:25])=[O:26])=[CH:28][CH:29]=[CH:30][C:31]=12. The reactants are C[O:2][C:3](=[O:37])[C@@H:4]([NH:14][C:15](=[O:36])[C:16]1[CH:21]=[CH:20][C:19]([Br:22])=[CH:18][C:17]=1[NH:23][S:24]([C:27]1[C:32]2=[N:33][S:34][N:35]=[C:31]2[CH:30]=[CH:29][CH:28]=1)(=[O:26])=[O:25])[CH2:5][C:6]1[CH:11]=[CH:10][C:9]([Cl:12])=[C:8]([Cl:13])[CH:7]=1.N1SN=C2C(S(NC3C=C(Br)C=CC=3C(O)=O)(=O)=O)=CC=CC=12.Cl.COC(=O)[C@H](CC1C=CC(Cl)=C(Cl)C=1)N. (3) The reactants are Br[C:2]1[CH:3]=[N:4][C:5]([N:8]2[CH2:12][C@H:11]([S:13][C:14]([C:27]3[CH:32]=[CH:31][CH:30]=[CH:29][CH:28]=3)([C:21]3[CH:26]=[CH:25][CH:24]=[CH:23][CH:22]=3)[C:15]3[CH:20]=[CH:19][CH:18]=[CH:17][CH:16]=3)[CH2:10][C@H:9]2[CH2:33][O:34][CH2:35][C:36]2[CH:41]=[C:40]([F:42])[C:39]([F:43])=[CH:38][C:37]=2[F:44])=[N:6][CH:7]=1.[C:45]1(B(O)O)[CH:50]=[CH:49][CH:48]=[CH:47][CH:46]=1.C([O-])([O-])=O.[Na+].[Na+]. The product is [C:45]1([C:2]2[CH:3]=[N:4][C:5]([N:8]3[CH2:12][C@H:11]([S:13][C:14]([C:27]4[CH:32]=[CH:31][CH:30]=[CH:29][CH:28]=4)([C:21]4[CH:26]=[CH:25][CH:24]=[CH:23][CH:22]=4)[C:15]4[CH:20]=[CH:19][CH:18]=[CH:17][CH:16]=4)[CH2:10][C@H:9]3[CH2:33][O:34][CH2:35][C:36]3[CH:41]=[C:40]([F:42])[C:39]([F:43])=[CH:38][C:37]=3[F:44])=[N:6][CH:7]=2)[CH:50]=[CH:49][CH:48]=[CH:47][CH:46]=1. The yield is 0.360. The catalyst is C(COC)OC.CCO.C1C=CC([P]([Pd]([P](C2C=CC=CC=2)(C2C=CC=CC=2)C2C=CC=CC=2)([P](C2C=CC=CC=2)(C2C=CC=CC=2)C2C=CC=CC=2)[P](C2C=CC=CC=2)(C2C=CC=CC=2)C2C=CC=CC=2)(C2C=CC=CC=2)C2C=CC=CC=2)=CC=1.